From a dataset of Full USPTO retrosynthesis dataset with 1.9M reactions from patents (1976-2016). Predict the reactants needed to synthesize the given product. (1) Given the product [C:1]([NH:6][CH:7]([CH3:11])[C:8](=[O:10])[C:13]([O:12][CH2:16][CH3:15])=[O:24])(=[O:5])[CH2:2][CH2:3][CH3:4], predict the reactants needed to synthesize it. The reactants are: [C:1]([NH:6][CH:7]([CH3:11])[C:8]([OH:10])=O)(=[O:5])[CH2:2][CH2:3][CH3:4].[O:12]1[CH2:16][CH2:15]C[CH2:13]1.N1C=CC=CC=1.C([O-])(O)=[O:24].[Na+]. (2) Given the product [CH2:1]([C:8]1[CH:9]=[C:10]([NH:11][C:15]([NH2:17])=[S:16])[CH:12]=[CH:13][CH:14]=1)[C:2]1[CH:3]=[CH:4][CH:5]=[CH:6][CH:7]=1, predict the reactants needed to synthesize it. The reactants are: [CH2:1]([C:8]1[CH:9]=[C:10]([CH:12]=[CH:13][CH:14]=1)[NH2:11])[C:2]1[CH:7]=[CH:6][CH:5]=[CH:4][CH:3]=1.[C:15](N1C=CN=C1)([N:17]1C=CN=C1)=[S:16].N. (3) Given the product [N:1]([C:4]1[C:9]([F:10])=[CH:8][N:7]=[CH:6][C:5]=1/[CH:11]=[N:13]/[C:14]1[C:15]([Cl:23])=[CH:16][C:17]([C:18]#[N:19])=[CH:20][C:21]=1[Cl:22])=[N+:2]=[N-:3], predict the reactants needed to synthesize it. The reactants are: [N:1]([C:4]1[C:9]([F:10])=[CH:8][N:7]=[CH:6][C:5]=1[CH:11]=O)=[N+:2]=[N-:3].[NH2:13][C:14]1[C:21]([Cl:22])=[CH:20][C:17]([C:18]#[N:19])=[CH:16][C:15]=1[Cl:23].C(N(CC)CC)C. (4) Given the product [CH3:32][O:33][C:2]1[CH:3]=[C:4]([CH2:8][CH2:9][CH2:10][N:11]([CH:25]2[CH2:30][CH2:29][CH:28]([CH3:31])[CH2:27][CH2:26]2)[C:12](=[O:24])[NH:13][C:14]2[S:15][C:16]([S:19][CH2:20][C:21]([OH:23])=[O:22])=[CH:17][N:18]=2)[CH:5]=[CH:6][CH:7]=1, predict the reactants needed to synthesize it. The reactants are: Cl[C:2]1[CH:3]=[C:4]([CH2:8][CH2:9][CH2:10][N:11]([C@H:25]2[CH2:30][CH2:29][C@H:28]([CH3:31])[CH2:27][CH2:26]2)[C:12](=[O:24])[NH:13][C:14]2[S:15][C:16]([S:19][CH2:20][C:21]([OH:23])=[O:22])=[CH:17][N:18]=2)[CH:5]=[CH:6][CH:7]=1.[CH3:32][O:33]C1C=C(CCC(O)=O)C=CC=1.C(OC(=O)CSC1SC(N)=NC=1)C. (5) The reactants are: CCN=C=NCCCN(C)C.[CH3:12][O:13][C:14]([CH2:16][C@@H:17]([OH:21])[C:18]([OH:20])=O)=[O:15].C1C=CC2N(O)N=NC=2C=1.[N:32]1([C:38]([O:40][CH2:41][C:42]2[CH:47]=[CH:46][CH:45]=[CH:44][CH:43]=2)=[O:39])[CH2:37][CH2:36][NH:35][CH2:34][CH2:33]1.C(N(CC)CC)C. Given the product [CH2:41]([O:40][C:38]([N:32]1[CH2:37][CH2:36][N:35]([C:18](=[O:20])[C@H:17]([OH:21])[CH2:16][C:14]([O:13][CH3:12])=[O:15])[CH2:34][CH2:33]1)=[O:39])[C:42]1[CH:47]=[CH:46][CH:45]=[CH:44][CH:43]=1, predict the reactants needed to synthesize it.